Dataset: Full USPTO retrosynthesis dataset with 1.9M reactions from patents (1976-2016). Task: Predict the reactants needed to synthesize the given product. (1) Given the product [NH2:2][CH2:1][CH:3]1[N:8]([CH3:9])[CH2:7][CH2:6][N:5]([C:10]([O:12][C:13]([CH3:16])([CH3:15])[CH3:14])=[O:11])[CH2:4]1, predict the reactants needed to synthesize it. The reactants are: [C:1]([CH:3]1[N:8]([CH3:9])[CH2:7][CH2:6][N:5]([C:10]([O:12][C:13]([CH3:16])([CH3:15])[CH3:14])=[O:11])[CH2:4]1)#[N:2].C(N(CC)CC)C. (2) Given the product [C:51]([C:48]1[CH:47]=[CH:46][C:45]([C:41]2[C:39]3[N:40]([CH2:66][C:65]4[CH:68]=[CH:69][CH:70]=[C:63]([O:56][C:57]5[CH:62]=[CH:61][CH:60]=[CH:59][CH:58]=5)[CH:64]=4)[C:36]([C:34]([OH:33])=[O:35])=[C:37]([I:55])[C:38]=3[S:43][C:42]=2[I:44])=[CH:50][CH:49]=1)([CH3:54])([CH3:52])[CH3:53], predict the reactants needed to synthesize it. The reactants are: ClC1C=C(C=CC=1)CN1C(C(O)=O)=CC2SC(C3C=CC(OC(C)C)=CC=3)=C(C)C1=2.C([O:33][C:34]([C:36]1[NH:40][C:39]2[C:41]([C:45]3[CH:50]=[CH:49][C:48]([C:51]([CH3:54])([CH3:53])[CH3:52])=[CH:47][CH:46]=3)=[C:42]([I:44])[S:43][C:38]=2[C:37]=1[I:55])=[O:35])C.[O:56]([C:63]1[CH:64]=[C:65]([CH:68]=[CH:69][CH:70]=1)[CH2:66]Br)[C:57]1[CH:62]=[CH:61][CH:60]=[CH:59][CH:58]=1. (3) Given the product [Cl:1][C:2]1[CH:7]=[N:6][C:5]([S:12]([CH3:16])(=[O:14])=[O:11])=[CH:4][N:3]=1, predict the reactants needed to synthesize it. The reactants are: [Cl:1][C:2]1[CH:7]=[N:6][C:5](SC)=[CH:4][N:3]=1.O[O:11][S:12]([O-:14])=O.[K+].[CH3:16]O. (4) Given the product [CH:20]1([NH:25][C:2]2[CH:7]=[C:6]([C:8]3[C:9]([CH2:17][CH2:18][CH3:19])=[N:10][N:11]4[CH:16]=[CH:15][CH:14]=[CH:13][C:12]=34)[CH:5]=[CH:4][N:3]=2)[CH2:24][CH2:23][CH2:22][CH2:21]1, predict the reactants needed to synthesize it. The reactants are: F[C:2]1[CH:7]=[C:6]([C:8]2[C:9]([CH2:17][CH2:18][CH3:19])=[N:10][N:11]3[CH:16]=[CH:15][CH:14]=[CH:13][C:12]=23)[CH:5]=[CH:4][N:3]=1.[CH:20]1([NH2:25])[CH2:24][CH2:23][CH2:22][CH2:21]1.